This data is from Forward reaction prediction with 1.9M reactions from USPTO patents (1976-2016). The task is: Predict the product of the given reaction. (1) Given the reactants [S:1]1[CH:5]=[CH:4][CH:3]=[C:2]1[CH:6]=O.[CH:8]([O:11][CH2:12][CH2:13][NH2:14])([CH3:10])[CH3:9].[C:15]1(=[O:26])[O:21][C:19](=O)[C:18]2=[CH:22][CH:23]=[CH:24][CH:25]=[C:17]2[CH2:16]1.[CH3:27][O:28][C:29]1[CH:30]=[C:31]([CH:33]=[CH:34][CH:35]=1)[NH2:32], predict the reaction product. The product is: [CH:8]([O:11][CH2:12][CH2:13][N:14]1[CH:6]([C:2]2[S:1][CH:5]=[CH:4][CH:3]=2)[CH:16]([C:15]([NH:32][C:31]2[CH:33]=[CH:34][CH:35]=[C:29]([O:28][CH3:27])[CH:30]=2)=[O:26])[C:17]2[C:18](=[CH:22][CH:23]=[CH:24][CH:25]=2)[C:19]1=[O:21])([CH3:10])[CH3:9]. (2) Given the reactants [N:1]([CH2:4][C:5]1[CH:10]=[C:9]([OH:11])[CH:8]=[CH:7][C:6]=1[S:12]([NH:15][C:16]1[CH:17]=[CH:18][C:19]2[CH2:23][O:22][B:21]([OH:24])[C:20]=2[CH:25]=1)(=[O:14])=[O:13])=[N+]=[N-], predict the reaction product. The product is: [NH2:1][CH2:4][C:5]1[CH:10]=[C:9]([OH:11])[CH:8]=[CH:7][C:6]=1[S:12]([NH:15][C:16]1[CH:17]=[CH:18][C:19]2[CH2:23][O:22][B:21]([OH:24])[C:20]=2[CH:25]=1)(=[O:13])=[O:14]. (3) The product is: [F:11][C:12]1[CH:19]=[C:18]([N:3]2[CH2:4][CH2:5][C@@:6]([OH:7])([CH2:8][CH2:9][CH3:10])[C@@H:2]2[CH3:1])[CH:17]=[C:16]([F:21])[C:13]=1[C:14]#[N:15]. Given the reactants [CH3:1][C@H:2]1[C@@:6]([CH2:8][CH2:9][CH3:10])([OH:7])[CH2:5][CH2:4][NH:3]1.[F:11][C:12]1[CH:19]=[C:18](F)[CH:17]=[C:16]([F:21])[C:13]=1[C:14]#[N:15].C(=O)([O-])[O-].[Li+].[Li+], predict the reaction product.